From a dataset of NCI-60 drug combinations with 297,098 pairs across 59 cell lines. Regression. Given two drug SMILES strings and cell line genomic features, predict the synergy score measuring deviation from expected non-interaction effect. (1) Drug 1: C1=CC(=CC=C1C#N)C(C2=CC=C(C=C2)C#N)N3C=NC=N3. Drug 2: C1=CC=C(C=C1)NC(=O)CCCCCCC(=O)NO. Cell line: ACHN. Synergy scores: CSS=2.60, Synergy_ZIP=-2.18, Synergy_Bliss=0.234, Synergy_Loewe=-7.19, Synergy_HSA=-2.58. (2) Synergy scores: CSS=52.4, Synergy_ZIP=-4.75, Synergy_Bliss=-3.39, Synergy_Loewe=-5.50, Synergy_HSA=-0.424. Drug 1: CC12CCC3C(C1CCC2=O)CC(=C)C4=CC(=O)C=CC34C. Drug 2: C1=CC(=CC=C1CCCC(=O)O)N(CCCl)CCCl. Cell line: A549. (3) Drug 1: CCCCC(=O)OCC(=O)C1(CC(C2=C(C1)C(=C3C(=C2O)C(=O)C4=C(C3=O)C=CC=C4OC)O)OC5CC(C(C(O5)C)O)NC(=O)C(F)(F)F)O. Drug 2: C(CCl)NC(=O)N(CCCl)N=O. Cell line: HCC-2998. Synergy scores: CSS=21.2, Synergy_ZIP=-9.67, Synergy_Bliss=-5.65, Synergy_Loewe=-32.9, Synergy_HSA=-6.41. (4) Drug 1: C1=C(C(=O)NC(=O)N1)F. Drug 2: C1=NC2=C(N1)C(=S)N=C(N2)N. Cell line: BT-549. Synergy scores: CSS=28.0, Synergy_ZIP=-3.44, Synergy_Bliss=-3.27, Synergy_Loewe=-0.0700, Synergy_HSA=2.13. (5) Drug 1: CC12CCC3C(C1CCC2=O)CC(=C)C4=CC(=O)C=CC34C. Drug 2: CC(C1=C(C=CC(=C1Cl)F)Cl)OC2=C(N=CC(=C2)C3=CN(N=C3)C4CCNCC4)N. Cell line: NCI-H226. Synergy scores: CSS=17.1, Synergy_ZIP=-1.48, Synergy_Bliss=-0.0736, Synergy_Loewe=-4.59, Synergy_HSA=-0.180. (6) Drug 1: CC12CCC(CC1=CCC3C2CCC4(C3CC=C4C5=CN=CC=C5)C)O. Drug 2: CCC1=C2CN3C(=CC4=C(C3=O)COC(=O)C4(CC)O)C2=NC5=C1C=C(C=C5)O. Cell line: NCI-H322M. Synergy scores: CSS=8.97, Synergy_ZIP=-2.06, Synergy_Bliss=-0.603, Synergy_Loewe=-8.67, Synergy_HSA=-1.63. (7) Drug 1: C(CN)CNCCSP(=O)(O)O. Drug 2: CC1C(C(CC(O1)OC2CC(CC3=C2C(=C4C(=C3O)C(=O)C5=CC=CC=C5C4=O)O)(C(=O)C)O)N)O. Cell line: OVCAR-5. Synergy scores: CSS=29.8, Synergy_ZIP=-0.567, Synergy_Bliss=-1.91, Synergy_Loewe=-58.7, Synergy_HSA=-2.40. (8) Drug 1: C1=NC2=C(N1)C(=S)N=C(N2)N. Drug 2: CNC(=O)C1=NC=CC(=C1)OC2=CC=C(C=C2)NC(=O)NC3=CC(=C(C=C3)Cl)C(F)(F)F. Cell line: UO-31. Synergy scores: CSS=34.6, Synergy_ZIP=-10.3, Synergy_Bliss=-14.6, Synergy_Loewe=-15.3, Synergy_HSA=-14.2. (9) Drug 1: CC1=C(N=C(N=C1N)C(CC(=O)N)NCC(C(=O)N)N)C(=O)NC(C(C2=CN=CN2)OC3C(C(C(C(O3)CO)O)O)OC4C(C(C(C(O4)CO)O)OC(=O)N)O)C(=O)NC(C)C(C(C)C(=O)NC(C(C)O)C(=O)NCCC5=NC(=CS5)C6=NC(=CS6)C(=O)NCCC[S+](C)C)O. Drug 2: CC12CCC3C(C1CCC2OP(=O)(O)O)CCC4=C3C=CC(=C4)OC(=O)N(CCCl)CCCl.[Na+]. Cell line: SK-MEL-28. Synergy scores: CSS=5.69, Synergy_ZIP=-2.57, Synergy_Bliss=2.51, Synergy_Loewe=0.509, Synergy_HSA=-0.00448.